Predict the product of the given reaction. From a dataset of Forward reaction prediction with 1.9M reactions from USPTO patents (1976-2016). Given the reactants [N:1]1([C:7]2[CH:12]=[C:11](Br)[CH:10]=[CH:9][C:8]=2[CH:14]([NH:19][C:20]([CH2:22][C:23]2[CH:37]=[CH:36][C:26]([O:27][C:28]([CH3:35])([CH3:34])[C:29]([O:31][CH2:32][CH3:33])=[O:30])=[CH:25][CH:24]=2)=[O:21])[CH2:15][CH2:16][CH2:17][CH3:18])[CH2:6][CH2:5][CH2:4][CH2:3][CH2:2]1.[NH:38]1[CH:42]=[CH:41][CH:40]=[CH:39]1, predict the reaction product. The product is: [N:1]1([C:7]2[CH:12]=[C:11]([N:38]3[CH:42]=[CH:41][CH:40]=[CH:39]3)[CH:10]=[CH:9][C:8]=2[CH:14]([NH:19][C:20]([CH2:22][C:23]2[CH:37]=[CH:36][C:26]([O:27][C:28]([CH3:35])([CH3:34])[C:29]([O:31][CH2:32][CH3:33])=[O:30])=[CH:25][CH:24]=2)=[O:21])[CH2:15][CH2:16][CH2:17][CH3:18])[CH2:6][CH2:5][CH2:4][CH2:3][CH2:2]1.